This data is from Forward reaction prediction with 1.9M reactions from USPTO patents (1976-2016). The task is: Predict the product of the given reaction. (1) Given the reactants [CH2:1](N(CC)CC)C.[Cl:8][C:9]1[CH:10]=[C:11]2[C:16](=[CH:17][CH:18]=1)[CH:15]=[C:14]([S:19](Cl)(=[O:21])=[O:20])[CH:13]=[CH:12]2.Cl.C[O:25][C:26](=[O:29])[CH2:27][NH2:28], predict the reaction product. The product is: [CH3:1][N:28]([S:19]([C:14]1[CH:13]=[CH:12][C:11]2[C:16](=[CH:17][CH:18]=[C:9]([Cl:8])[CH:10]=2)[CH:15]=1)(=[O:21])=[O:20])[CH2:27][C:26]([OH:25])=[O:29]. (2) Given the reactants [N:1]1[CH:6]=[CH:5][CH:4]=[N:3][C:2]=1[CH2:7][C:8]([OH:10])=O.[CH2:11]([C@@H:18]1[NH:23][CH2:22][CH2:21][N:20]([C:24]2[CH:29]=[CH:28][C:27]([O:30][CH3:31])=[C:26]([O:32][CH:33]([CH3:35])[CH3:34])[CH:25]=2)[CH2:19]1)[C:12]1[CH:17]=[CH:16][CH:15]=[CH:14][CH:13]=1, predict the reaction product. The product is: [CH2:11]([C@H:18]1[CH2:19][N:20]([C:24]2[CH:29]=[CH:28][C:27]([O:30][CH3:31])=[C:26]([O:32][CH:33]([CH3:35])[CH3:34])[CH:25]=2)[CH2:21][CH2:22][N:23]1[C:8](=[O:10])[CH2:7][C:2]1[N:1]=[CH:6][CH:5]=[CH:4][N:3]=1)[C:12]1[CH:13]=[CH:14][CH:15]=[CH:16][CH:17]=1. (3) Given the reactants [H-].[Na+].[CH2:3]([C@H:10]1[CH2:14][O:13][C:12](=[O:15])[NH:11]1)[C:4]1[CH:9]=[CH:8][CH:7]=[CH:6][CH:5]=1.Br[CH2:17][C:18]1[CH:23]=[C:22]([C:24]([F:27])([F:26])[F:25])[CH:21]=[CH:20][C:19]=1[C:28]1[CH:33]=[C:32]([CH:34]([CH3:36])[CH3:35])[C:31]([F:37])=[CH:30][C:29]=1[O:38][CH3:39], predict the reaction product. The product is: [CH2:3]([C@H:10]1[CH2:14][O:13][C:12](=[O:15])[N:11]1[CH2:17][C:18]1[CH:23]=[C:22]([C:24]([F:25])([F:26])[F:27])[CH:21]=[CH:20][C:19]=1[C:28]1[CH:33]=[C:32]([CH:34]([CH3:36])[CH3:35])[C:31]([F:37])=[CH:30][C:29]=1[O:38][CH3:39])[C:4]1[CH:5]=[CH:6][CH:7]=[CH:8][CH:9]=1. (4) Given the reactants Cl[C:2]1[C:3]2[C:4](=[N:8][N:9]([CH2:11][C:12]3[CH:25]=[CH:24][C:15]([CH2:16][N:17]4[CH:22]=[CH:21][CH:20]=[CH:19][C:18]4=[O:23])=[CH:14][CH:13]=3)[CH:10]=2)[N:5]=[CH:6][N:7]=1.Cl[C:27]1[N:32]=[CH:31][N:30]=[C:29]2[N:33]([CH2:36][C:37]3[CH:50]=[CH:49][C:40]([CH2:41][N:42]4[CH:47]=[CH:46][CH:45]=[CH:44][C:43]4=[O:48])=[CH:39][CH:38]=3)[N:34]=[CH:35][C:28]=12.[NH2:51][CH2:52][C:53]1[C:54]([CH3:75])=[CH:55][C:56]([N:60]([C:68]([O:70][C:71]([CH3:74])([CH3:73])[CH3:72])=[O:69])[C:61](=[O:67])[O:62][C:63]([CH3:66])([CH3:65])[CH3:64])=[N:57][C:58]=1[CH3:59], predict the reaction product. The product is: [CH3:75][C:54]1[C:53]([CH2:52][NH:51][C:2]2[C:3]3[C:4](=[N:8][N:9]([CH2:11][C:12]4[CH:25]=[CH:24][C:15]([CH2:16][N:17]5[CH:22]=[CH:21][CH:20]=[CH:19][C:18]5=[O:23])=[CH:14][CH:13]=4)[CH:10]=3)[N:5]=[CH:6][N:7]=2)=[C:58]([CH3:59])[N:57]=[C:56]([NH:60][C:61](=[O:67])[O:62][C:63]([CH3:65])([CH3:64])[CH3:66])[CH:55]=1.[CH3:75][C:54]1[C:53]([CH2:52][NH:51][C:27]2[N:32]=[CH:31][N:30]=[C:29]3[N:33]([CH2:36][C:37]4[CH:38]=[CH:39][C:40]([CH2:41][N:42]5[CH:47]=[CH:46][CH:45]=[CH:44][C:43]5=[O:48])=[CH:49][CH:50]=4)[N:34]=[CH:35][C:28]=23)=[C:58]([CH3:59])[N:57]=[C:56]([NH:60][C:68](=[O:69])[O:70][C:71]([CH3:72])([CH3:73])[CH3:74])[CH:55]=1. (5) Given the reactants [C:1]([C:9]1[CH:10]=[C:11]([CH2:21][CH2:22][NH:23][C:24](=[O:26])[CH3:25])[C:12]2[C:17]([CH:18]=1)=[CH:16][CH:15]=[C:14]([S:19][CH3:20])[CH:13]=2)(=O)[C:2]1[CH:7]=[CH:6][CH:5]=[CH:4][CH:3]=1.FC(F)(F)C(O)=O.[H-].C([SiH](CC)CC)C, predict the reaction product. The product is: [CH2:1]([C:9]1[CH:10]=[C:11]([CH2:21][CH2:22][NH:23][C:24](=[O:26])[CH3:25])[C:12]2[C:17]([CH:18]=1)=[CH:16][CH:15]=[C:14]([S:19][CH3:20])[CH:13]=2)[C:2]1[CH:3]=[CH:4][CH:5]=[CH:6][CH:7]=1. (6) Given the reactants [CH:1]([C:4]1[CH:13]=[C:12]([O:14][CH3:15])[C:11]([C:16]2[N:17]=[CH:18][S:19][CH:20]=2)=[CH:10][C:5]=1[O:6][CH2:7][C:8]#[N:9])([CH3:3])[CH3:2].CC(O[CH:26]([N:30]([CH3:32])C)[N:27](C)C)(C)C.Cl.[NH2:34]C1C=CC=CC=1.C(=O)(O)O.NC(N)=N, predict the reaction product. The product is: [CH:1]([C:4]1[CH:13]=[C:12]([O:14][CH3:15])[C:11]([C:16]2[N:17]=[CH:18][S:19][CH:20]=2)=[CH:10][C:5]=1[O:6][C:7]1[C:26]([NH2:27])=[N:30][C:32]([NH2:34])=[N:9][CH:8]=1)([CH3:3])[CH3:2].